Dataset: Forward reaction prediction with 1.9M reactions from USPTO patents (1976-2016). Task: Predict the product of the given reaction. (1) Given the reactants [OH:1][C:2]1[CH:7]=[CH:6][C:5]([C:8]([C:10]2[CH:15]=[CH:14][C:13]([I:16])=[CH:12][CH:11]=2)=O)=[CH:4][CH:3]=1.[CH3:17][C:18]1([CH3:27])[CH2:23][C:22]([CH3:25])([CH3:24])[CH2:21][C:20](=O)[CH2:19]1.C([O-])([O-])=O.[K+].[K+], predict the reaction product. The product is: [I:16][C:13]1[CH:14]=[CH:15][C:10]([C:8](=[C:20]2[CH2:21][C:22]([CH3:25])([CH3:24])[CH2:23][C:18]([CH3:27])([CH3:17])[CH2:19]2)[C:5]2[CH:6]=[CH:7][C:2]([OH:1])=[CH:3][CH:4]=2)=[CH:11][CH:12]=1. (2) Given the reactants [CH2:1]([O:3][C:4](=[O:42])[CH2:5][CH2:6][CH2:7][O:8][C:9]1[CH:14]=[CH:13][CH:12]=[C:11]([CH2:15][CH2:16][CH2:17][CH2:18][CH2:19][CH2:20][O:21][C:22]2[CH:27]=[C:26]([S:28]([CH2:31][CH2:32][CH3:33])(=[O:30])=[O:29])[CH:25]=[C:24](Br)[CH:23]=2)[C:10]=1[CH2:35][CH2:36][C:37]([O:39][CH2:40][CH3:41])=[O:38])[CH3:2].[S:43]1[CH:47]=[CH:46][C:45](B(O)O)=[CH:44]1.C(=O)([O-])[O-].[Cs+].[Cs+], predict the reaction product. The product is: [CH2:1]([O:3][C:4](=[O:42])[CH2:5][CH2:6][CH2:7][O:8][C:9]1[CH:14]=[CH:13][CH:12]=[C:11]([CH2:15][CH2:16][CH2:17][CH2:18][CH2:19][CH2:20][O:21][C:22]2[CH:23]=[C:24]([C:45]3[CH:46]=[CH:47][S:43][CH:44]=3)[CH:25]=[C:26]([S:28]([CH2:31][CH2:32][CH3:33])(=[O:30])=[O:29])[CH:27]=2)[C:10]=1[CH2:35][CH2:36][C:37]([O:39][CH2:40][CH3:41])=[O:38])[CH3:2]. (3) Given the reactants [O-]CC.[Na+].O1CCCC1.[C:10]([C:13]1[C:18]([Cl:19])=[CH:17][C:16]([C:20]([F:23])([F:22])[F:21])=[CH:15][N:14]=1)(=[O:12])[CH3:11].[F:24][C:25]([F:32])([F:31])[C:26](OCC)=[O:27], predict the reaction product. The product is: [Cl:19][C:18]1[C:13]([C:10](=[O:12])[CH2:11][C:26](=[O:27])[C:25]([F:32])([F:31])[F:24])=[N:14][CH:15]=[C:16]([C:20]([F:22])([F:23])[F:21])[CH:17]=1. (4) Given the reactants C(OC([N:8]1[C:16]2[C:11](=[CH:12][CH:13]=[C:14]([CH2:17][C:18]3[CH:23]=[CH:22][C:21]([F:24])=[CH:20][CH:19]=3)[CH:15]=2)[C:10]([CH3:26])([CH3:25])[CH2:9]1)=O)(C)(C)C.Cl, predict the reaction product. The product is: [F:24][C:21]1[CH:22]=[CH:23][C:18]([CH2:17][C:14]2[CH:15]=[C:16]3[C:11]([C:10]([CH3:25])([CH3:26])[CH2:9][NH:8]3)=[CH:12][CH:13]=2)=[CH:19][CH:20]=1. (5) Given the reactants [NH:1]1[CH2:6][CH2:5][C:4]2([O:11][C:10]3[C:12]4[C:17]([C:18](=[O:21])[C:19](=[O:20])[C:9]=3[S:8][CH2:7]2)=[CH:16][CH:15]=[CH:14][CH:13]=4)[CH2:3][CH2:2]1.[CH3:22][N:23]1[C:27]([C:28](Cl)=[O:29])=[CH:26][C:25]([CH3:31])=[N:24]1, predict the reaction product. The product is: [CH3:22][N:23]1[C:27]([C:28]([N:1]2[CH2:2][CH2:3][C:4]3([O:11][C:10]4[C:12]5[C:17]([C:18](=[O:21])[C:19](=[O:20])[C:9]=4[S:8][CH2:7]3)=[CH:16][CH:15]=[CH:14][CH:13]=5)[CH2:5][CH2:6]2)=[O:29])=[CH:26][C:25]([CH3:31])=[N:24]1. (6) Given the reactants [N+:1]([C:4]1[CH:9]=[CH:8][C:7](/[CH:10]=[CH:11]/[CH:12]2[CH2:17][CH2:16][N:15](C(OC(C)(C)C)=O)[CH2:14][CH2:13]2)=[CH:6][CH:5]=1)([O-:3])=[O:2].[ClH:25], predict the reaction product. The product is: [Cl-:25].[N+:1]([C:4]1[CH:9]=[CH:8][C:7](/[CH:10]=[CH:11]/[CH:12]2[CH2:13][CH2:14][NH2+:15][CH2:16][CH2:17]2)=[CH:6][CH:5]=1)([O-:3])=[O:2].